This data is from Forward reaction prediction with 1.9M reactions from USPTO patents (1976-2016). The task is: Predict the product of the given reaction. Given the reactants [N:1]1[C:10]2[C@H:9]([NH2:11])[CH2:8][CH2:7][CH2:6][C:5]=2[CH:4]=[CH:3][CH:2]=1.[CH3:12][C:13]1[C:14]([CH:20]=O)=[N:15][CH:16]=[C:17]([CH3:19])[CH:18]=1.[BH-](OC(C)=O)(OC(C)=O)OC(C)=O.[Na+], predict the reaction product. The product is: [CH3:12][C:13]1[C:14]([CH2:20][NH:11][C@H:9]2[C:10]3[N:1]=[CH:2][CH:3]=[CH:4][C:5]=3[CH2:6][CH2:7][CH2:8]2)=[N:15][CH:16]=[C:17]([CH3:19])[CH:18]=1.